From a dataset of Reaction yield outcomes from USPTO patents with 853,638 reactions. Predict the reaction yield, written as a fraction of the theoretical maximum amount of product (1.0 means a 100% yield; for example, 0.34 means a 34% yield). (1) The reactants are [CH:1]1([C:4]2[CH:8]=[C:7]([NH2:9])[N:6]([C:10]3[CH:15]=[CH:14][CH:13]=[CH:12][CH:11]=3)[N:5]=2)[CH2:3][CH2:2]1.C(N(CC)CC)C.Cl[C:24]([O:26][C:27]1[CH:32]=[CH:31][CH:30]=[CH:29][CH:28]=1)=[O:25]. The catalyst is C1CCCCC1. The product is [CH:1]1([C:4]2[CH:8]=[C:7]([NH:9][C:24](=[O:25])[O:26][C:27]3[CH:32]=[CH:31][CH:30]=[CH:29][CH:28]=3)[N:6]([C:10]3[CH:15]=[CH:14][CH:13]=[CH:12][CH:11]=3)[N:5]=2)[CH2:3][CH2:2]1. The yield is 0.630. (2) The reactants are [NH2:1][C@H:2]1[CH2:6][N:5]([C:7]([O:9][C:10]([CH3:13])([CH3:12])[CH3:11])=[O:8])[CH2:4][C@H:3]1[C:14]([O:16][C:17]([CH3:20])([CH3:19])[CH3:18])=[O:15].[CH:21](=O)[C:22]1[CH:27]=[CH:26][CH:25]=[CH:24][CH:23]=1.[C:29](O[BH-](OC(=O)C)OC(=O)C)(=O)C.[Na+]. The catalyst is ClCCl.CO. The product is [CH2:21]([N:1]([CH3:29])[C@H:2]1[CH2:6][N:5]([C:7]([O:9][C:10]([CH3:13])([CH3:12])[CH3:11])=[O:8])[CH2:4][C@H:3]1[C:14]([O:16][C:17]([CH3:20])([CH3:19])[CH3:18])=[O:15])[C:22]1[CH:27]=[CH:26][CH:25]=[CH:24][CH:23]=1. The yield is 0.880. (3) The catalyst is CN(C)C=O. The yield is 0.460. The product is [F:32][C:2]1([F:1])[CH2:7][CH2:6][N:5]([C:8]([C:10]2[N:11]([CH2:40][C:41]([F:44])([F:43])[F:42])[C:12]3[C:17]([CH:18]=2)=[CH:16][C:15]([C:19]([N:21]2[CH2:22][CH2:23][CH:24]([N:27]4[CH2:31][CH2:30][CH2:29][CH2:28]4)[CH2:25][CH2:26]2)=[O:20])=[CH:14][CH:13]=3)=[O:9])[CH2:4][CH2:3]1. The reactants are [F:1][C:2]1([F:32])[CH2:7][CH2:6][N:5]([C:8]([C:10]2[NH:11][C:12]3[C:17]([CH:18]=2)=[CH:16][C:15]([C:19]([N:21]2[CH2:26][CH2:25][CH:24]([N:27]4[CH2:31][CH2:30][CH2:29][CH2:28]4)[CH2:23][CH2:22]2)=[O:20])=[CH:14][CH:13]=3)=[O:9])[CH2:4][CH2:3]1.[H-].[Na+].CS(O[CH2:40][C:41]([F:44])([F:43])[F:42])(=O)=O. (4) The reactants are [CH:1]([C:4]1[N:5]=[C:6](O)[C:7]2[S:12][CH:11]=[CH:10][C:8]=2[N:9]=1)([CH3:3])[CH3:2].[NH4+].[OH-].O=P(Cl)(Cl)[Cl:18]. The catalyst is C(Cl)(Cl)Cl. The product is [Cl:18][C:6]1[C:7]2[S:12][CH:11]=[CH:10][C:8]=2[N:9]=[C:4]([CH:1]([CH3:3])[CH3:2])[N:5]=1. The yield is 0.990. (5) The reactants are [CH3:1][C:2]1[O:6][CH:5]=[N:4][C:3]=1[S:7]([C:10]1[CH:15]=[CH:14][C:13]([CH3:16])=[CH:12][CH:11]=1)(=[O:9])=[O:8].Br[N:18]1C(=O)CCC1=O.N(C(C)(C)C#N)=NC(C)(C)C#N.OS([O-])=O.[Na+]. The catalyst is ClC1C=CC=CC=1.BrBr.O. The product is [CH3:1][C:2]1[O:6][CH:5]=[N:4][C:3]=1[S:7]([C:10]1[CH:15]=[CH:14][C:13]([CH2:16][NH2:18])=[CH:12][CH:11]=1)(=[O:8])=[O:9]. The yield is 0.510. (6) The reactants are C(=[C:8]1[C:17]2[N:16]=[CH:15][CH:14]=[CH:13][C:12]=2[CH2:11][CH2:10][CH2:9]1)C1C=CC=CC=1.[O:18]=[O+][O-].CSC. The catalyst is C(Cl)Cl. The product is [N:16]1[C:17]2[C:8](=[O:18])[CH2:9][CH2:10][CH2:11][C:12]=2[CH:13]=[CH:14][CH:15]=1. The yield is 0.790. (7) The reactants are [N+:1]([C:4]1[CH:11]=[CH:10][C:7]([CH:8]=O)=[CH:6][CH:5]=1)([O-:3])=[O:2].[C:12]([NH:15][CH2:16][C:17]([OH:19])=[O:18])(=O)[CH3:13].C([O-])(=O)C.[Na+].C(OC(=O)C)(=O)C. No catalyst specified. The product is [CH3:13][C:12]1[O:19][C:17](=[O:18])[C:16](=[CH:8][C:7]2[CH:10]=[CH:11][C:4]([N+:1]([O-:3])=[O:2])=[CH:5][CH:6]=2)[N:15]=1. The yield is 0.660. (8) The reactants are FC(F)(F)C([NH:5][C:6]1[CH:11]=[CH:10][C:9]([S:12](=[O:20])(=[O:19])[NH:13][C:14]2[S:15][CH:16]=[CH:17][N:18]=2)=[CH:8][C:7]=1[F:21])=O.[OH-].[Na+].Cl. The catalyst is O. The product is [NH2:5][C:6]1[CH:11]=[CH:10][C:9]([S:12]([NH:13][C:14]2[S:15][CH:16]=[CH:17][N:18]=2)(=[O:20])=[O:19])=[CH:8][C:7]=1[F:21]. The yield is 0.700. (9) The reactants are Cl[CH2:2][CH2:3][CH2:4][CH2:5][CH2:6][CH2:7][CH2:8][CH2:9][OH:10].[CH2:11](CN)[C:12]1[CH:17]=[CH:16][CH:15]=[CH:14][CH:13]=1.C(=O)([O-])[O-].[Na+].[Na+].[I-].[Na+].[C:28](#[N:30])C. The catalyst is CC(OC)(C)C. The product is [CH2:11]([N:30]([CH2:2][CH2:3][CH2:4][CH2:5][CH2:6][CH2:7][CH2:8][CH2:9][OH:10])[CH3:28])[C:12]1[CH:13]=[CH:14][CH:15]=[CH:16][CH:17]=1. The yield is 0.960. (10) The reactants are [CH3:1][C@H:2]1[CH2:6][CH2:5][CH2:4][N:3]1[C:7]1[N:12]=[C:11]([C:13]([F:16])([F:15])[F:14])[C:10]([N+:17]([O-])=O)=[CH:9][CH:8]=1.[BH4-].[Na+]. The catalyst is CO. The product is [CH3:1][C@H:2]1[CH2:6][CH2:5][CH2:4][N:3]1[C:7]1[N:12]=[C:11]([C:13]([F:16])([F:14])[F:15])[C:10]([NH2:17])=[CH:9][CH:8]=1. The yield is 0.926.